This data is from Full USPTO retrosynthesis dataset with 1.9M reactions from patents (1976-2016). The task is: Predict the reactants needed to synthesize the given product. (1) The reactants are: [CH3:1][S:2][C:3]1[O:7][C:6]2[C:8](=[O:17])[C:9]3[C:14]([C:15](=[O:16])[C:5]=2[CH:4]=1)=[CH:13][CH:12]=[CH:11][CH:10]=3.I(O)(=O)(=O)=[O:19].O. Given the product [CH3:1][S:2]([C:3]1[O:7][C:6]2[C:8](=[O:17])[C:9]3[C:14]([C:15](=[O:16])[C:5]=2[CH:4]=1)=[CH:13][CH:12]=[CH:11][CH:10]=3)=[O:19], predict the reactants needed to synthesize it. (2) Given the product [S:13]([O:11][CH2:10][CH2:9][NH:8][CH2:1][C:2]1[CH:7]=[CH:6][CH:5]=[CH:4][CH:3]=1)([OH:16])(=[O:15])=[O:14], predict the reactants needed to synthesize it. The reactants are: [CH2:1]([NH:8][CH2:9][CH2:10][OH:11])[C:2]1[CH:7]=[CH:6][CH:5]=[CH:4][CH:3]=1.Cl[S:13]([OH:16])(=[O:15])=[O:14]. (3) Given the product [CH2:15]([O:22][C:23]1[CH:28]=[C:27]([C:8]2[S:9][CH:10]=[CH:11][N:12]=2)[CH:26]=[CH:25][C:24]=1[N:30]1[S:34](=[O:35])(=[O:36])[N:33]([CH2:37][CH2:38][Si:39]([CH3:41])([CH3:40])[CH3:42])[C:32](=[O:43])[CH2:31]1)[C:16]1[CH:17]=[CH:18][CH:19]=[CH:20][CH:21]=1, predict the reactants needed to synthesize it. The reactants are: [Li]CCCC.C[Si](C)(C)[C:8]1[S:9][CH:10]=[CH:11][N:12]=1.[CH2:15]([O:22][C:23]1[CH:28]=[C:27](I)[CH:26]=[CH:25][C:24]=1[N:30]1[S:34](=[O:36])(=[O:35])[N:33]([CH2:37][CH2:38][Si:39]([CH3:42])([CH3:41])[CH3:40])[C:32](=[O:43])[CH2:31]1)[C:16]1[CH:21]=[CH:20][CH:19]=[CH:18][CH:17]=1. (4) Given the product [CH3:8][O:9][C:10]1[CH:11]=[CH:12][C:13]([CH2:14][N:15]2[C@H:20]([CH3:21])[CH2:19][O:18][CH2:17][CH2:16]2)=[CH:23][CH:24]=1, predict the reactants needed to synthesize it. The reactants are: Cl[Si](C)(C)C.[BH4-].[Li+].[CH3:8][O:9][C:10]1[CH:24]=[CH:23][C:13]([CH2:14][N:15]2[C@H:20]([CH3:21])[CH2:19][O:18][CH2:17][C:16]2=O)=[CH:12][CH:11]=1.[OH-].[K+]. (5) Given the product [C:1]([S:5][C:6]1[CH:7]=[CH:8][C:9]([NH:12][CH2:15][CH2:14][C:13]([O:17][CH2:18][CH3:19])=[O:16])=[CH:10][CH:11]=1)([CH3:4])([CH3:2])[CH3:3], predict the reactants needed to synthesize it. The reactants are: [C:1]([S:5][C:6]1[CH:11]=[CH:10][C:9]([NH2:12])=[CH:8][CH:7]=1)([CH3:4])([CH3:3])[CH3:2].[C:13]([O:17][CH2:18][CH3:19])(=[O:16])[CH:14]=[CH2:15].C(N(CC)CC)C. (6) The reactants are: [NH2:1][C:2]1[CH:3]=[C:4]([OH:8])[CH:5]=[CH:6][CH:7]=1.C(=O)([O-])O.[Na+].Br[CH2:15][CH2:16][CH2:17][CH2:18][CH2:19]Br.O. Given the product [N:1]1([C:2]2[CH:3]=[C:4]([OH:8])[CH:5]=[CH:6][CH:7]=2)[CH2:19][CH2:18][CH2:17][CH2:16][CH2:15]1, predict the reactants needed to synthesize it.